From a dataset of Forward reaction prediction with 1.9M reactions from USPTO patents (1976-2016). Predict the product of the given reaction. (1) Given the reactants I[C:2]1[CH:7]=[CH:6][CH:5]=[CH:4][C:3]=1[N+:8]([O-:10])=[O:9].C1([Mg]Cl)C=CC=CC=1.[Cl:19][C:20]1[CH:25]=[CH:24][C:23]([S:26]([N:29]([C:33]2[C:34]([CH:40]=[O:41])=[N:35][CH:36]=[C:37]([Cl:39])[CH:38]=2)[CH2:30][O:31][CH3:32])(=[O:28])=[O:27])=[CH:22][C:21]=1[C:42]([F:45])([F:44])[F:43], predict the reaction product. The product is: [Cl:19][C:20]1[CH:25]=[CH:24][C:23]([S:26]([N:29]([C:33]2[C:34]([CH:40]([OH:41])[C:2]3[CH:7]=[CH:6][CH:5]=[CH:4][C:3]=3[N+:8]([O-:10])=[O:9])=[N:35][CH:36]=[C:37]([Cl:39])[CH:38]=2)[CH2:30][O:31][CH3:32])(=[O:28])=[O:27])=[CH:22][C:21]=1[C:42]([F:43])([F:45])[F:44]. (2) Given the reactants [CH3:1][Si:2]([CH3:10])([CH3:9])[O:3][C:4]([CH3:8])([C:6]#[CH:7])[CH3:5].[CH3:11][C:12]1([CH3:19])[C:16]([CH3:18])([CH3:17])[O:15][BH:14][O:13]1.C12CCCC(CCC1)B12[H]B2(C3CCCC2CCC3)[H]1, predict the reaction product. The product is: [CH3:1][Si:2]([CH3:10])([CH3:9])[O:3][C:4]([CH3:8])(/[CH:6]=[CH:7]/[B:14]1[O:15][C:16]([CH3:18])([CH3:17])[C:12]([CH3:19])([CH3:11])[O:13]1)[CH3:5]. (3) Given the reactants [S:1]1[CH:5]=[CH:4][C:3]([C:6]2[CH:7]=[C:8]([C:16]3[N:20]=[N:19][NH:18][C:17]=3[C:21]#[N:22])[CH:9]=[C:10]([C:12]([F:15])([F:14])[F:13])[CH:11]=2)=[CH:2]1.[H-].[Na+].[C:25]([O:28][CH2:29]Cl)(=[O:27])[CH3:26].O, predict the reaction product. The product is: [C:21]([C:17]1[C:16]([C:8]2[CH:9]=[C:10]([C:12]([F:15])([F:14])[F:13])[CH:11]=[C:6]([C:3]3[CH:4]=[CH:5][S:1][CH:2]=3)[CH:7]=2)=[N:20][N:19]([CH2:29][O:28][C:25](=[O:27])[CH3:26])[N:18]=1)#[N:22]. (4) Given the reactants Br[C:2]1[CH:11]=[CH:10][CH:9]=[C:8]2[C:3]=1[CH:4]=[C:5]([O:12][CH3:13])[CH:6]=[N:7]2.C(=O)([O-])[O-].[K+].[K+].O.N1C=CC=[CH:23][CH:22]=1, predict the reaction product. The product is: [CH3:13][O:12][C:5]1[CH:6]=[N:7][C:8]2[C:3]([CH:4]=1)=[C:2]([CH:22]=[CH2:23])[CH:11]=[CH:10][CH:9]=2. (5) Given the reactants [CH3:1][N:2]([C:23]([O:25][C:26]([CH3:29])([CH3:28])[CH3:27])=[O:24])[CH2:3][C@@H:4]([NH:12]C(=O)OCC1C=CC=CC=1)[CH2:5][C@H:6]1[CH2:11][CH2:10][CH2:9][O:8][CH2:7]1, predict the reaction product. The product is: [NH2:12][C@@H:4]([CH2:5][C@H:6]1[CH2:11][CH2:10][CH2:9][O:8][CH2:7]1)[CH2:3][N:2]([CH3:1])[C:23](=[O:24])[O:25][C:26]([CH3:28])([CH3:27])[CH3:29]. (6) The product is: [Cl:1][C:2]1[CH:22]=[N:21][CH:20]=[CH:19][C:3]=1[C:4]1[O:18][C:8]2[CH:9]=[CH:10][C:11]([S:13][C:14]([F:17])([F:16])[F:15])=[CH:12][C:7]=2[N:6]=1. Given the reactants [Cl:1][C:2]1[CH:22]=[N:21][CH:20]=[CH:19][C:3]=1[C:4]([NH:6][C:7]1[CH:12]=[C:11]([S:13][C:14]([F:17])([F:16])[F:15])[CH:10]=[CH:9][C:8]=1[OH:18])=O.O1CCCC1.C1(P(C2C=CC=CC=2)C2C=CC=CC=2)C=CC=CC=1.N(C(OCC)=O)=NC(OCC)=O, predict the reaction product. (7) Given the reactants [S:1]1[CH:5]=[C:4]([CH:6]([CH3:12])[C:7]([O:9]CC)=[O:8])[N:3]=[CH:2]1.[OH-].[Na+].O, predict the reaction product. The product is: [S:1]1[CH:5]=[C:4]([CH:6]([CH3:12])[C:7]([OH:9])=[O:8])[N:3]=[CH:2]1. (8) Given the reactants Cl[C:2]1[CH:7]=[CH:6][C:5]([C:8]([NH:10][C@@H:11]([CH:16]2[CH2:21][CH2:20][CH2:19][CH2:18][CH2:17]2)[C:12]([O:14][CH3:15])=[O:13])=[O:9])=[C:4]([NH:22][C:23]([NH:25][C:26]2[C:31]([CH3:32])=[CH:30][CH:29]=[CH:28][C:27]=2[CH3:33])=[O:24])[CH:3]=1.[CH3:34][O:35][C:36]1[CH:41]=[CH:40][C:39](B(O)O)=[CH:38][CH:37]=1.C(=O)([O-])[O-].[Na+].[Na+].C(#N)C, predict the reaction product. The product is: [CH:16]1([C@H:11]([NH:10][C:8]([C:5]2[CH:6]=[CH:7][C:2]([C:39]3[CH:40]=[CH:41][C:36]([O:35][CH3:34])=[CH:37][CH:38]=3)=[CH:3][C:4]=2[NH:22][C:23]([NH:25][C:26]2[C:31]([CH3:32])=[CH:30][CH:29]=[CH:28][C:27]=2[CH3:33])=[O:24])=[O:9])[C:12]([O:14][CH3:15])=[O:13])[CH2:21][CH2:20][CH2:19][CH2:18][CH2:17]1. (9) Given the reactants [NH2:1][C:2]1[C:11]2[N:12]=[C:13]([CH2:20][O:21][CH2:22][CH3:23])[N:14]([CH2:15][C:16]([OH:19])([CH3:18])[CH3:17])[C:10]=2[C:9]2[CH:8]=[CH:7][C:6]([OH:24])=[CH:5][C:4]=2[N:3]=1.C(=O)([O-])[O-].[Cs+].[Cs+].Cl[CH2:32][C:33]1[O:37][N:36]=[C:35]([C:38]2[S:39][CH:40]=[CH:41][CH:42]=2)[N:34]=1.C(N(CC)CC)C, predict the reaction product. The product is: [NH2:1][C:2]1[C:11]2[N:12]=[C:13]([CH2:20][O:21][CH2:22][CH3:23])[N:14]([CH2:15][C:16]([CH3:18])([OH:19])[CH3:17])[C:10]=2[C:9]2[CH:8]=[CH:7][C:6]([O:24][CH2:32][C:33]3[O:37][N:36]=[C:35]([C:38]4[S:39][CH:40]=[CH:41][CH:42]=4)[N:34]=3)=[CH:5][C:4]=2[N:3]=1.